Dataset: Forward reaction prediction with 1.9M reactions from USPTO patents (1976-2016). Task: Predict the product of the given reaction. (1) Given the reactants [C:1]([C:5]1[CH:11]=[CH:10][C:8]([NH2:9])=[CH:7][CH:6]=1)([CH3:4])([CH3:3])[CH3:2].[F:12][C:13](I)([F:18])[C:14]([F:17])([F:16])[F:15].S(S([O-])=O)([O-])=O.[Na+].[Na+].C(=O)([O-])O.[Na+].S([O-])([O-])(=O)=O.C([N+](CCCC)(CCCC)CCCC)CCC.C([N+](CCCC)(CCCC)CCCC)CCC, predict the reaction product. The product is: [C:1]([C:5]1[CH:6]=[CH:7][C:8]([NH2:9])=[C:10]([C:13]([F:18])([F:12])[C:14]([F:17])([F:16])[F:15])[CH:11]=1)([CH3:4])([CH3:2])[CH3:3]. (2) Given the reactants [C:1]([OH:9])(=O)[C:2]1[CH:7]=[CH:6][CH:5]=[CH:4][CH:3]=1.C(C1NC=CN=1)(C1NC=CN=1)=O.[NH:22]1[C:26]2[CH:27]=[CH:28][CH:29]=[CH:30][C:25]=2[N:24]=[C:23]1[C:31]1[CH:40]=[CH:39][C:34](/[C:35](=[N:37]/O)/[NH2:36])=[CH:33][CH:32]=1, predict the reaction product. The product is: [NH:22]1[C:26]2[CH:27]=[CH:28][CH:29]=[CH:30][C:25]=2[N:24]=[C:23]1[C:31]1[CH:40]=[CH:39][C:34]([C:35]2[N:36]=[C:1]([C:2]3[CH:3]=[CH:4][CH:5]=[CH:6][CH:7]=3)[O:9][N:37]=2)=[CH:33][CH:32]=1.